The task is: Binary Classification. Given a drug SMILES string, predict its activity (active/inactive) in a high-throughput screening assay against a specified biological target.. This data is from KCNQ2 potassium channel screen with 302,405 compounds. (1) The compound is s1c(NC(=O)C2CN(C(=O)C2)Cc2ccccc2)nnc1SCC. The result is 0 (inactive). (2) The result is 1 (active). The molecule is Brc1oc(C(=O)NC(=S)Nc2ccc(OC)cc2)cc1. (3) The drug is S(=O)(=O)(NC=1NCN(CCOC(=O)c2ccccc2)CN1)c1ccc(NC(=O)C)cc1. The result is 0 (inactive). (4) The molecule is s1c(c(N)c2c1nc(cc2)c1ccccc1)C(=O)N(CC)CC. The result is 0 (inactive). (5) The compound is S=c1nc([nH]c2c1C1(CCCC1)Cc1c2cccc1)CC. The result is 1 (active). (6) The molecule is Fc1ccc(n2ncc3C(NC(=O)Cn4ncnc4)CC(Cc23)(C)C)cc1. The result is 0 (inactive).